From a dataset of Forward reaction prediction with 1.9M reactions from USPTO patents (1976-2016). Predict the product of the given reaction. (1) Given the reactants FC(F)(F)C(O)=O.[F:8][C:9]1[CH:10]=[CH:11][C:12]([O:15][C:16]2[CH:21]=[CH:20][CH:19]=[C:18]([CH:22]=[C:23]3[CH2:28][CH2:27][NH:26][CH2:25][CH2:24]3)[CH:17]=2)=[N:13][CH:14]=1.[N:29]1[CH:34]=[CH:33][CH:32]=[C:31]([NH:35][C:36](=O)[O:37]C2C=CC=CC=2)[N:30]=1.C(N(CC)CC)C.O, predict the reaction product. The product is: [F:8][C:9]1[CH:10]=[CH:11][C:12]([O:15][C:16]2[CH:17]=[C:18]([CH:19]=[CH:20][CH:21]=2)[CH:22]=[C:23]2[CH2:24][CH2:25][N:26]([C:36]([NH:35][C:31]3[N:30]=[N:29][CH:34]=[CH:33][CH:32]=3)=[O:37])[CH2:27][CH2:28]2)=[N:13][CH:14]=1. (2) Given the reactants C(N(CC)CC)C.[CH2:8]([N:10]1[CH2:15][CH2:14][N:13](C(OC(C)(C)C)=O)[C@@H:12]([C:23]([N:25]2[CH2:30][CH2:29][NH:28][CH2:27][CH2:26]2)=[O:24])[CH2:11]1)[CH3:9].[Cl:31][C:32]1[CH:37]=[CH:36][C:35]([N:38]=[C:39]=[O:40])=[CH:34][CH:33]=1.CO, predict the reaction product. The product is: [Cl:31][C:32]1[CH:37]=[CH:36][C:35]([NH:38][C:39]([N:28]2[CH2:27][CH2:26][N:25]([C:23]([C@H:12]3[CH2:11][N:10]([CH2:8][CH3:9])[CH2:15][CH2:14][NH:13]3)=[O:24])[CH2:30][CH2:29]2)=[O:40])=[CH:34][CH:33]=1. (3) Given the reactants [C:1]1([S:7][C:8]2[CH:13]=[CH:12][CH:11]=[CH:10][CH:9]=2)[CH:6]=[CH:5][CH:4]=[CH:3][CH:2]=1.[C:14]([C@:17]([C@H:21]([C@@H:30]([C@@H:39]([CH2:41][O:42][CH2:43][C:44]1[CH:49]=[CH:48][CH:47]=[CH:46][CH:45]=1)[OH:40])[O:31][CH2:32][C:33]1[CH:38]=[CH:37][CH:36]=[CH:35][CH:34]=1)[O:22][CH2:23][C:24]1[CH:29]=[CH:28][CH:27]=[CH:26][CH:25]=1)([OH:20])C=O)(=[O:16])C.[OH-].[Na+], predict the reaction product. The product is: [C:8]1([S:7][C:1]2[CH:2]=[CH:3][CH:4]=[CH:5][CH:6]=2)[CH:9]=[CH:10][CH:11]=[CH:12][CH:13]=1.[CH2:23]([O:22][C@@H:21]([C@@H:30]([C@@H:39]([CH2:41][O:42][CH2:43][C:44]1[CH:45]=[CH:46][CH:47]=[CH:48][CH:49]=1)[OH:40])[O:31][CH2:32][C:33]1[CH:34]=[CH:35][CH:36]=[CH:37][CH:38]=1)[C@@H:17]([OH:20])[CH:14]=[O:16])[C:24]1[CH:29]=[CH:28][CH:27]=[CH:26][CH:25]=1. (4) Given the reactants C(O)(=O)C(C1C=CC=CC=1)O.[CH2:12]([N:19]1[CH2:24][CH2:23][N:22]([CH2:25][C:26]2[CH:31]=[CH:30][CH:29]=[CH:28][CH:27]=2)[CH2:21][C@@H:20]1[CH:32]=[CH2:33])[C:13]1[CH:18]=[CH:17][CH:16]=[CH:15][CH:14]=1.O.[OH-].[Na+], predict the reaction product. The product is: [CH2:12]([N:19]1[CH2:24][CH2:23][N:22]([CH2:25][C:26]2[CH:31]=[CH:30][CH:29]=[CH:28][CH:27]=2)[CH2:21][C@@H:20]1[CH:32]=[CH2:33])[C:13]1[CH:14]=[CH:15][CH:16]=[CH:17][CH:18]=1. (5) Given the reactants [CH3:1][O:2][C:3]1[CH:28]=[CH:27][C:6]([CH2:7][N:8]([C:22]2[S:23][CH:24]=[CH:25][N:26]=2)[S:9]([C:12]2[CH:13]=[CH:14][C:15]3[NH:20][CH2:19][CH2:18][O:17][C:16]=3[CH:21]=2)(=[O:11])=[O:10])=[CH:5][CH:4]=1.CC1(C)C2C(=C(P(C3C=CC=CC=3)C3C=CC=CC=3)C=CC=2)OC2C(P(C3C=CC=CC=3)C3C=CC=CC=3)=CC=CC1=2.[Br:71][C:72]1[CH:77]=[CH:76][CH:75]=[CH:74][C:73]=1I.CC(C)([O-])C.[Na+], predict the reaction product. The product is: [Br:71][C:72]1[CH:77]=[CH:76][CH:75]=[CH:74][C:73]=1[N:20]1[CH2:19][CH2:18][O:17][C:16]2[CH:21]=[C:12]([S:9]([N:8]([CH2:7][C:6]3[CH:5]=[CH:4][C:3]([O:2][CH3:1])=[CH:28][CH:27]=3)[C:22]3[S:23][CH:24]=[CH:25][N:26]=3)(=[O:11])=[O:10])[CH:13]=[CH:14][C:15]1=2. (6) Given the reactants [C:1]1([CH3:8])[CH:6]=[CH:5][CH:4]=[C:3]([NH2:7])[CH:2]=1.[CH:9]([C:12]1[CH:13]=[CH:14][C:15]([S:18](Cl)(=[O:20])=[O:19])=[N:16][CH:17]=1)([CH3:11])[CH3:10], predict the reaction product. The product is: [C:1]1([CH3:8])[CH:6]=[CH:5][CH:4]=[C:3]([NH:7][S:18]([C:15]2[CH:14]=[CH:13][C:12]([CH:9]([CH3:11])[CH3:10])=[CH:17][N:16]=2)(=[O:19])=[O:20])[CH:2]=1.